This data is from Reaction yield outcomes from USPTO patents with 853,638 reactions. The task is: Predict the reaction yield, written as a fraction of the theoretical maximum amount of product (1.0 means a 100% yield; for example, 0.34 means a 34% yield). (1) The reactants are C([O:3][C:4]([C:6]1[N:7]=[CH:8][N:9]2[C:14]([C:15]([F:18])([F:17])[F:16])=[CH:13][C:12]([C:19]3[CH:24]=[CH:23][C:22]([C:25]([F:28])([F:27])[F:26])=[CH:21][CH:20]=3)=[N:11][C:10]=12)=[O:5])C.[OH-].[K+].O. The catalyst is C(O)(=O)C. The product is [F:17][C:15]([F:16])([F:18])[C:14]1[N:9]2[CH:8]=[N:7][C:6]([C:4]([OH:5])=[O:3])=[C:10]2[N:11]=[C:12]([C:19]2[CH:20]=[CH:21][C:22]([C:25]([F:28])([F:27])[F:26])=[CH:23][CH:24]=2)[CH:13]=1. The yield is 0.370. (2) The reactants are [CH3:1][C:2]1[O:6][N:5]=[C:4]([C:7]2[CH:12]=[CH:11][CH:10]=[CH:9][CH:8]=2)[C:3]=1[CH2:13][O:14][C:15]1[N:20]=[CH:19][C:18]([NH2:21])=[CH:17][CH:16]=1.[C:22](Cl)(=[O:26])[CH:23]([CH3:25])[CH3:24].C(OC(C)C)(C)C. No catalyst specified. The product is [CH3:1][C:2]1[O:6][N:5]=[C:4]([C:7]2[CH:12]=[CH:11][CH:10]=[CH:9][CH:8]=2)[C:3]=1[CH2:13][O:14][C:15]1[N:20]=[CH:19][C:18]([NH:21][C:22](=[O:26])[CH:23]([CH3:25])[CH3:24])=[CH:17][CH:16]=1. The yield is 0.910. (3) The reactants are Cl[C:2]1[N:6]2[CH:7]=[C:8]([F:11])[CH:9]=[CH:10][C:5]2=[N:4][N:3]=1.[OH:12][CH2:13][C@H:14]1[CH2:18][CH2:17][CH2:16][NH:15]1.N. The catalyst is CN1C(=O)CCC1.CO.C(Cl)Cl. The product is [F:11][C:8]1[CH:9]=[CH:10][C:5]2[N:6]([C:2]([N:15]3[CH2:16][CH2:17][CH2:18][C@@H:14]3[CH2:13][OH:12])=[N:3][N:4]=2)[CH:7]=1. The yield is 0.530. (4) The yield is 0.360. No catalyst specified. The product is [CH3:22][N:23]1[CH2:21][CH:7]([C:1]2[CH:6]=[CH:5][CH:4]=[CH:3][CH:2]=2)[C:8]([C:10]2[CH:20]=[CH:19][C:13]3[O:14][CH2:15][C:16](=[O:18])[NH:17][C:12]=3[CH:11]=2)=[N:24]1. The reactants are [C:1]1([C:7](=[CH2:21])[C:8]([C:10]2[CH:20]=[CH:19][C:13]3[O:14][CH2:15][C:16](=[O:18])[NH:17][C:12]=3[CH:11]=2)=O)[CH:6]=[CH:5][CH:4]=[CH:3][CH:2]=1.[CH3:22][NH:23][NH2:24]. (5) The reactants are [CH3:1][O:2][C:3]1[CH:12]=[C:11]2[C:6]([C:7]([NH:13][CH3:14])=[N:8][CH:9]=[N:10]2)=[CH:5][C:4]=1[NH:15][C:16]([C@@H:18]1[CH2:22][CH2:21][CH2:20][N:19]1[C:23]([O:25][C:26]([CH3:29])([CH3:28])[CH3:27])=[O:24])=[O:17].[CH2:30]([N:37]=[C:38]=[O:39])[C:31]1[CH:36]=[CH:35][CH:34]=[CH:33][CH:32]=1. The catalyst is C1(C)C=CC=CC=1. The product is [CH2:30]([NH:37][C:38](=[O:39])[N:13]([C:7]1[C:6]2[C:11](=[CH:12][C:3]([O:2][CH3:1])=[C:4]([NH:15][C:16]([C@@H:18]3[CH2:22][CH2:21][CH2:20][N:19]3[C:23]([O:25][C:26]([CH3:27])([CH3:28])[CH3:29])=[O:24])=[O:17])[CH:5]=2)[N:10]=[CH:9][N:8]=1)[CH3:14])[C:31]1[CH:36]=[CH:35][CH:34]=[CH:33][CH:32]=1. The yield is 0.710. (6) The reactants are C[O:2][C:3](=[O:28])[CH2:4][N:5]1[C:11](=[O:12])[C@@H:10]([NH:13][C:14](=[O:23])[CH2:15][CH2:16][C:17]2[CH:22]=[CH:21][CH:20]=[CH:19][CH:18]=2)[CH2:9][NH:8][C:7]2[CH:24]=[CH:25][CH:26]=[CH:27][C:6]1=2.O.[OH-].[Li+]. The catalyst is CO.O. The product is [C:17]1([CH2:16][CH2:15][C:14]([NH:13][C@@H:10]2[C:11](=[O:12])[N:5]([CH2:4][C:3]([OH:28])=[O:2])[C:6]3[CH:27]=[CH:26][CH:25]=[CH:24][C:7]=3[NH:8][CH2:9]2)=[O:23])[CH:22]=[CH:21][CH:20]=[CH:19][CH:18]=1. The yield is 0.880. (7) The reactants are [CH2:1]([O:5][C:6]1[C:18]([O:19][CH3:20])=[CH:17][CH:16]=[CH:15][C:7]=1[CH2:8][N:9]([CH3:14])[C:10](=[O:13])[CH:11]=[CH2:12])[CH:2]([CH3:4])[CH3:3].C(N(C(C)C)CC)(C)C.Br[C:31]1[CH:42]=[N:41][C:34]2[NH:35][C:36](=[O:40])[CH2:37][NH:38][CH2:39][C:33]=2[CH:32]=1.CC1C=CC=CC=1P(C1C=CC=CC=1C)C1C=CC=CC=1C. The catalyst is C(#N)CC.CN(C=O)C.CC([O-])=O.CC([O-])=O.[Pd+2]. The product is [CH2:1]([O:5][C:6]1[C:18]([O:19][CH3:20])=[CH:17][CH:16]=[CH:15][C:7]=1[CH2:8][N:9]([CH3:14])[C:10](=[O:13])/[CH:11]=[CH:12]/[C:31]1[CH:42]=[N:41][C:34]2[NH:35][C:36](=[O:40])[CH2:37][NH:38][CH2:39][C:33]=2[CH:32]=1)[CH:2]([CH3:3])[CH3:4]. The yield is 0.230. (8) The reactants are [N:1]1[CH:2]=[N:3][N:4]2[CH:9]=[CH:8][C:7]([C:10]([O:12]C)=[O:11])=[CH:6][C:5]=12.[Li+].[OH-].Cl. The catalyst is CO. The product is [N:1]1[CH:2]=[N:3][N:4]2[CH:9]=[CH:8][C:7]([C:10]([OH:12])=[O:11])=[CH:6][C:5]=12. The yield is 0.380. (9) The reactants are [F:1][C:2]([F:7])([F:6])[C:3]([OH:5])=[O:4].[F:8][C:9]([F:14])([F:13])[C:10]([OH:12])=[O:11].[Cl:15][C:16]1[CH:17]=[N:18][C:19]2[NH:20][C:21]3[CH:22]=[N:23][CH:24]=[C:25]([CH:38]=3)[CH2:26][CH2:27][C:28]3[CH:36]=[C:32]([NH:33][C:34]=1[N:35]=2)[CH:31]=[CH:30][C:29]=3[NH2:37].C(OC([N:46]1[CH2:50][CH2:49][CH:48]([CH2:51][C:52](O)=[O:53])[CH2:47]1)=O)(C)(C)C. No catalyst specified. The product is [F:1][C:2]([F:7])([F:6])[C:3]([OH:5])=[O:4].[F:8][C:9]([F:14])([F:13])[C:10]([OH:12])=[O:11].[F:1][C:2]([F:7])([F:6])[C:3]([OH:5])=[O:4].[Cl:15][C:16]1[CH:17]=[N:18][C:19]2[NH:20][C:21]3[CH:22]=[N:23][CH:24]=[C:25]([CH:38]=3)[CH2:26][CH2:27][C:28]3[CH:36]=[C:32]([NH:33][C:34]=1[N:35]=2)[CH:31]=[CH:30][C:29]=3[NH:37][C:52](=[O:53])[CH2:51][CH:48]1[CH2:49][CH2:50][NH:46][CH2:47]1. The yield is 0.510. (10) The reactants are BrBr.[NH2:3][C:4]([NH2:6])=[S:5].CC[N:9](C(C)C)[CH:10]([CH3:12])[CH3:11].CCOC(C)=O.[CH2:22]1[CH2:26][O:25][CH2:24][CH2:23]1. The catalyst is O. The product is [NH2:3][C:4]1[S:5][C:23]2[C:24](=[O:25])[NH:9][C:10]([CH3:12])([CH3:11])[CH2:26][C:22]=2[N:6]=1. The yield is 0.530.